Predict the reaction yield, written as a fraction of the theoretical maximum amount of product (1.0 means a 100% yield; for example, 0.34 means a 34% yield). From a dataset of Reaction yield outcomes from USPTO patents with 853,638 reactions. (1) The reactants are [F:1][C:2]1[C:8]([F:9])=[CH:7][CH:6]=[CH:5][C:3]=1[NH2:4].C(#N)C.[Br-:13].[Br-].[Br-].C([N+](CCCC)(CCCC)CCCC)CCC.C([N+](CCCC)(CCCC)CCCC)CCC.C([N+](CCCC)(CCCC)CCCC)CCC. The catalyst is O. The product is [Br:13][C:7]1[CH:6]=[CH:5][C:3]([NH2:4])=[C:2]([F:1])[C:8]=1[F:9]. The yield is 0.340. (2) The reactants are [CH3:1][O:2][C:3]([C@H:5]1[C@@H:10]2[CH2:11][C@@H:7]([CH:8]=[CH:9]2)[C@H:6]1C(O)=O)=[O:4].C([N:17](CC)CC)C.Cl[C:23]([O:25][CH2:26][CH3:27])=[O:24].[N-]=[N+]=[N-].[Na+].[CH2:32](O)[C:33]1C=C[CH:36]=[CH:35][CH:34]=1. The catalyst is O1CCCC1.O.C1C=CC=CC=1.ClCCl. The product is [CH2:26]([O:25][C:23]([NH:17][C@@H:6]1[C@H:7]2[CH2:11][C@H:10]([CH:9]=[CH:8]2)[C@@H:5]1[C:3]([O:2][CH3:1])=[O:4])=[O:24])[C:27]1[CH:36]=[CH:35][CH:34]=[CH:33][CH:32]=1. The yield is 0.740. (3) The reactants are [CH:1]([N-:3][CH:4]=[O:5])=[O:2].[Na+].[Na+].[I-].Br[CH2:10]/[CH:11]=[CH:12]/[C:13]([O:15][CH2:16][CH3:17])=[O:14]. The catalyst is C(#N)C. The product is [CH:1]([N:3]([CH2:10]/[CH:11]=[CH:12]/[C:13]([O:15][CH2:16][CH3:17])=[O:14])[CH:4]=[O:5])=[O:2]. The yield is 0.850.